From a dataset of Reaction yield outcomes from USPTO patents with 853,638 reactions. Predict the reaction yield, written as a fraction of the theoretical maximum amount of product (1.0 means a 100% yield; for example, 0.34 means a 34% yield). (1) The reactants are [NH2:1][C@H:2]([CH3:18])[CH2:3][N:4]1[CH:8]=[CH:7][C:6]([C:9]2[CH:16]=[CH:15][C:12]([C:13]#[N:14])=[C:11]([Cl:17])[CH:10]=2)=[N:5]1.[C:19]([C:22]1[CH:26]=[C:25]([C:27](O)=[O:28])[NH:24][N:23]=1)(=[O:21])[CH3:20].CCN(C(C)C)C(C)C.C1C=CC2N(O)N=NC=2C=1.CCN=C=NCCCN(C)C. The catalyst is C(Cl)Cl. The product is [C:19]([C:22]1[CH:26]=[C:25]([C:27]([NH:1][C@H:2]([CH3:18])[CH2:3][N:4]2[CH:8]=[CH:7][C:6]([C:9]3[CH:16]=[CH:15][C:12]([C:13]#[N:14])=[C:11]([Cl:17])[CH:10]=3)=[N:5]2)=[O:28])[NH:24][N:23]=1)(=[O:21])[CH3:20]. The yield is 0.110. (2) The reactants are C([O:8][C:9]1[CH:14]=[CH:13][C:12]([N:15]2[CH:19]=[C:18]([C:20]([F:23])([F:22])[F:21])[CH:17]=[N:16]2)=[CH:11][C:10]=1[CH3:24])C1C=CC=CC=1.C(O)C.[H][H]. The catalyst is [OH-].[OH-].[Pd+2].C1COCC1. The product is [CH3:24][C:10]1[CH:11]=[C:12]([N:15]2[CH:19]=[C:18]([C:20]([F:23])([F:22])[F:21])[CH:17]=[N:16]2)[CH:13]=[CH:14][C:9]=1[OH:8]. The yield is 0.860. (3) The reactants are [C:1]([O:5][C:6]([N:8]1[CH:12]=[CH:11][CH:10]=[C:9]1[C:13]1[CH:25]=[CH:24][C:16]2[NH:17][C:18](=[O:23])[O:19][C:20]([CH3:22])([CH3:21])[C:15]=2[CH:14]=1)=[O:7])([CH3:4])([CH3:3])[CH3:2].ClS([N:30]=[C:31]=O)(=O)=O.CN(C=O)C.O. The catalyst is C1COCC1. The product is [C:1]([O:5][C:6]([N:8]1[C:12]([C:31]#[N:30])=[CH:11][CH:10]=[C:9]1[C:13]1[CH:25]=[CH:24][C:16]2[NH:17][C:18](=[O:23])[O:19][C:20]([CH3:22])([CH3:21])[C:15]=2[CH:14]=1)=[O:7])([CH3:4])([CH3:2])[CH3:3]. The yield is 0.520. (4) The product is [NH2:1][C:2]1[C:7]([C:8]([NH:10][C@@H:11]([CH3:14])[CH2:12][Cl:18])=[O:9])=[C:6]([Cl:15])[N:5]=[CH:4][N:3]=1. The reactants are [NH2:1][C:2]1[C:7]([C:8]([NH:10][C@@H:11]([CH3:14])[CH2:12]O)=[O:9])=[C:6]([Cl:15])[N:5]=[CH:4][N:3]=1.O=S(Cl)[Cl:18]. The catalyst is C(Cl)(Cl)Cl. The yield is 1.00. (5) The reactants are [N:1]12[CH2:8][CH2:7][CH:4]([CH2:5][CH2:6]1)[C@@H:3]([NH:9][C:10]([C:12]1[S:16][C:15]([N:17](C)[C:18](=O)OC(C)(C)C)=[N:14][CH:13]=1)=[O:11])[CH2:2]2.[ClH:26].O1CCOCC1. The catalyst is CO. The product is [ClH:26].[N:1]12[CH2:6][CH2:5][CH:4]([CH2:7][CH2:8]1)[C@@H:3]([NH:9][C:10]([C:12]1[S:16][C:15]([NH:17][CH3:18])=[N:14][CH:13]=1)=[O:11])[CH2:2]2. The yield is 0.630. (6) The reactants are F[C:2]1[C:7]([F:8])=[CH:6][CH:5]=[C:4]([F:9])[N:3]=1.[CH3:10][OH:11].C[O-].[Na+]. The catalyst is O. The product is [F:8][C:7]1[C:2]([O:11][CH3:10])=[N:3][C:4]([F:9])=[CH:5][CH:6]=1. The yield is 0.690. (7) The reactants are [NH:1]1[C:10]2[C:5](=[CH:6][CH:7]=[CH:8][CH:9]=2)[CH2:4][CH2:3][CH2:2]1.[N+:11]([O-])([O-:13])=[O:12].[K+].C([O-])(O)=O.[Na+]. The catalyst is OS(O)(=O)=O. The product is [N+:11]([C:8]1[CH:9]=[C:10]2[C:5]([CH2:4][CH2:3][CH2:2][NH:1]2)=[CH:6][CH:7]=1)([O-:13])=[O:12]. The yield is 0.250.